This data is from Forward reaction prediction with 1.9M reactions from USPTO patents (1976-2016). The task is: Predict the product of the given reaction. (1) Given the reactants [CH2:1]([O:3][C:4]([C@@H:6]1[CH2:10][C@H:9]([NH2:11])[CH2:8][N:7]1[CH2:12][CH:13]1[CH2:16][CH2:15][CH2:14]1)=[O:5])[CH3:2].[OH:17][C:18]1[C:27]2[C:22](=[CH:23][CH:24]=[CH:25][CH:26]=2)[CH:21]=[CH:20][C:19]=1[C:28](O)=[O:29], predict the reaction product. The product is: [CH2:1]([O:3][C:4]([C@@H:6]1[CH2:10][C@H:9]([NH:11][C:28]([C:19]2[CH:20]=[CH:21][C:22]3[C:27](=[CH:26][CH:25]=[CH:24][CH:23]=3)[C:18]=2[OH:17])=[O:29])[CH2:8][N:7]1[CH2:12][CH:13]1[CH2:16][CH2:15][CH2:14]1)=[O:5])[CH3:2]. (2) Given the reactants [CH2:1]([O:3][C:4]([C:6]1[CH:7]=[C:8]2[N:13]([CH:14]=1)[CH:12]=[CH:11][C:10]([CH2:15][OH:16])=[CH:9]2)=[O:5])[CH3:2].Br[C:18]1[CH:19]=[CH:20][C:21]([CH3:24])=[N:22][CH:23]=1.C([O-])(=O)C.[K+].O, predict the reaction product. The product is: [CH2:1]([O:3][C:4]([C:6]1[CH:7]=[C:8]2[N:13]([C:14]=1[C:18]1[CH:23]=[N:22][C:21]([CH3:24])=[CH:20][CH:19]=1)[CH:12]=[CH:11][C:10]([CH2:15][OH:16])=[CH:9]2)=[O:5])[CH3:2]. (3) Given the reactants [CH2:1]([O:3][C:4](=[O:32])[C:5]([O:23][C:24]1[CH:29]=[CH:28][CH:27]=[CH:26][C:25]=1[O:30][CH3:31])([CH3:22])[CH:6]([C:8]1[CH:13]=[CH:12][C:11]([O:14][CH2:15][C:16]2[CH:21]=[CH:20][CH:19]=[CH:18][CH:17]=2)=[CH:10][CH:9]=1)[OH:7])[CH3:2].N1C=CC=CC=1.[F:39][C:40]([F:51])([F:50])[C:41](O[C:41](=[O:42])[C:40]([F:51])([F:50])[F:39])=[O:42], predict the reaction product. The product is: [CH2:1]([O:3][C:4](=[O:32])[C:5]([O:23][C:24]1[CH:29]=[CH:28][CH:27]=[CH:26][C:25]=1[O:30][CH3:31])([CH3:22])[CH:6]([C:8]1[CH:9]=[CH:10][C:11]([O:14][CH2:15][C:16]2[CH:21]=[CH:20][CH:19]=[CH:18][CH:17]=2)=[CH:12][CH:13]=1)[O:7][C:41](=[O:42])[C:40]([F:51])([F:50])[F:39])[CH3:2]. (4) Given the reactants Cl.[F:2][C:3]1[CH:8]=[C:7]([F:9])[CH:6]=[CH:5][C:4]=1[NH:10][NH2:11].[OH-].[Na+], predict the reaction product. The product is: [F:2][C:3]1[CH:8]=[C:7]([F:9])[CH:6]=[CH:5][C:4]=1[N:10]1[C:4]([NH2:10])=[CH:3][C:8]([CH3:7])=[N:11]1.